This data is from Full USPTO retrosynthesis dataset with 1.9M reactions from patents (1976-2016). The task is: Predict the reactants needed to synthesize the given product. (1) Given the product [N:1]1([CH2:6][CH2:7][N:8]2[CH2:13][CH2:12][N:11]([C:14]3[N:19]=[CH:18][N:17]=[C:16]([NH:20][C:24]4[S:25][C:26]([C:29]#[N:30])=[CH:27][N:28]=4)[CH:15]=3)[CH2:10][CH2:9]2)[CH2:5][CH2:4][CH2:3][CH2:2]1, predict the reactants needed to synthesize it. The reactants are: [N:1]1([CH2:6][CH2:7][N:8]2[CH2:13][CH2:12][N:11]([C:14]3[N:19]=[CH:18][N:17]=[C:16]([NH2:20])[CH:15]=3)[CH2:10][CH2:9]2)[CH2:5][CH2:4][CH2:3][CH2:2]1.[H-].[Na+].Cl[C:24]1[S:25][C:26]([C:29]#[N:30])=[CH:27][N:28]=1. (2) Given the product [N:31]1([CH2:6][C:7]2[CH:12]=[CH:11][C:10]([CH2:13][CH2:14][NH:15][C:16]([C:18]3[CH:23]=[CH:22][C:21]([C:24]4[CH:29]=[CH:28][C:27]([Cl:30])=[CH:26][CH:25]=4)=[CH:20][CH:19]=3)=[O:17])=[CH:9][CH:8]=2)[CH2:34][CH2:33][CH2:32]1, predict the reactants needed to synthesize it. The reactants are: CS(O[CH2:6][C:7]1[CH:12]=[CH:11][C:10]([CH2:13][CH2:14][NH:15][C:16]([C:18]2[CH:23]=[CH:22][C:21]([C:24]3[CH:29]=[CH:28][C:27]([Cl:30])=[CH:26][CH:25]=3)=[CH:20][CH:19]=2)=[O:17])=[CH:9][CH:8]=1)(=O)=O.[NH:31]1[CH2:34][CH2:33][CH2:32]1. (3) Given the product [OH:22][C:20]1[CH:19]=[C:11]([C:12]2([CH3:14])[C:14]3[CH:15]=[C:16]4[O:17][CH2:8][O:9][C:10]4=[CH:11][C:12]=3[NH:13][C:2]3[CH2:4][O:5][C:6](=[O:7])[C:1]2=3)[CH:10]=[CH:16][CH:15]=1, predict the reactants needed to synthesize it. The reactants are: [CH2:1]1[C:6](=[O:7])[O:5][CH2:4][C:2]1=O.[CH2:8]1[O:17][C:16]2[CH:15]=[CH:14][C:12]([NH2:13])=[CH:11][C:10]=2[O:9]1.F[C:19](F)(F)[C:20]([OH:22])=O. (4) Given the product [CH3:12][O:13][C:14](=[O:22])[C:15]1[CH:20]=[CH:19][CH:18]=[C:17]([C:4]2[CH:5]=[N:6][CH:7]=[CH:8][CH:9]=2)[CH:16]=1, predict the reactants needed to synthesize it. The reactants are: C(B(CC)[C:4]1[CH:5]=[N:6][CH:7]=[CH:8][CH:9]=1)C.[CH3:12][O:13][C:14](=[O:22])[C:15]1[CH:20]=[CH:19][CH:18]=[C:17](I)[CH:16]=1.P([O-])([O-])([O-])=O.[K+].[K+].[K+].